The task is: Regression. Given two drug SMILES strings and cell line genomic features, predict the synergy score measuring deviation from expected non-interaction effect.. This data is from NCI-60 drug combinations with 297,098 pairs across 59 cell lines. Drug 1: C1CC(C1)(C(=O)O)C(=O)O.[NH2-].[NH2-].[Pt+2]. Drug 2: C1CN(P(=O)(OC1)NCCCl)CCCl. Cell line: SNB-75. Synergy scores: CSS=-0.0245, Synergy_ZIP=-1.63, Synergy_Bliss=-3.10, Synergy_Loewe=-3.11, Synergy_HSA=-2.82.